This data is from Reaction yield outcomes from USPTO patents with 853,638 reactions. The task is: Predict the reaction yield, written as a fraction of the theoretical maximum amount of product (1.0 means a 100% yield; for example, 0.34 means a 34% yield). (1) The reactants are C([O:3][C:4]([C:6]1[C:7]2[CH:22]=[CH:21][C:20]([C:23]3[CH:28]=[CH:27][C:26]([F:29])=[CH:25][CH:24]=3)=[CH:19][C:8]=2[S:9][C:10]=1[NH:11][C:12]([O:14][C:15]([CH3:18])([CH3:17])[CH3:16])=[O:13])=[O:5])C.[OH-].[K+]. The catalyst is C(O)C.O.Cl. The product is [C:15]([O:14][C:12]([NH:11][C:10]1[S:9][C:8]2[CH:19]=[C:20]([C:23]3[CH:28]=[CH:27][C:26]([F:29])=[CH:25][CH:24]=3)[CH:21]=[CH:22][C:7]=2[C:6]=1[C:4]([OH:5])=[O:3])=[O:13])([CH3:18])([CH3:16])[CH3:17]. The yield is 0.840. (2) The reactants are [Cl:1][C:2]1[CH:3]=[N+:4]([O-:27])[CH:5]=[C:6]([Cl:26])[C:7]=1[CH2:8][CH:9]([C:11]1[CH:16]=[CH:15][C:14]([O:17][CH:18]([F:20])[F:19])=[C:13]([O:21][CH2:22][CH:23]2[CH2:25][CH2:24]2)[CH:12]=1)[OH:10].[C:28]([O:32][C:33]([NH:35][C@H:36]([CH2:40][C:41]1[CH:46]=[CH:45][CH:44]=[CH:43][CH:42]=1)[C:37](O)=[O:38])=[O:34])([CH3:31])([CH3:30])[CH3:29].C(Cl)CCl. The catalyst is CN(C1C=CN=CC=1)C.CN(C=O)C.O. The product is [C:28]([O:32][C:33]([NH:35][C@H:36]([CH2:40][C:41]1[CH:42]=[CH:43][CH:44]=[CH:45][CH:46]=1)[C:37]([O:10][C@H:9]([C:11]1[CH:16]=[CH:15][C:14]([O:17][CH:18]([F:20])[F:19])=[C:13]([O:21][CH2:22][CH:23]2[CH2:25][CH2:24]2)[CH:12]=1)[CH2:8][C:7]1[C:6]([Cl:26])=[CH:5][N+:4]([O-:27])=[CH:3][C:2]=1[Cl:1])=[O:38])=[O:34])([CH3:31])([CH3:29])[CH3:30]. The yield is 0.403. (3) The reactants are [C:1]([C:4]1[CH:44]=[CH:43][C:7]([O:8][C@@H:9]2[CH2:14][CH2:13][C@H:12]([N:15]3[C:20](=[O:21])[C:19]([CH2:22][C:23]4[CH:28]=[CH:27][C:26]([C:29]5[C:30]([C:35]#[N:36])=[CH:31][CH:32]=[CH:33][CH:34]=5)=[CH:25][CH:24]=4)=[C:18]([CH2:37][CH2:38][CH3:39])[N:17]4[N:40]=[CH:41][N:42]=[C:16]34)[CH2:11][CH2:10]2)=[CH:6][CH:5]=1)(=[O:3])[CH3:2].[CH3:45][Mg]Br.Cl. The catalyst is O1CCCC1. The product is [OH:3][C:1]([C:4]1[CH:5]=[CH:6][C:7]([O:8][C@@H:9]2[CH2:14][CH2:13][C@H:12]([N:15]3[C:20](=[O:21])[C:19]([CH2:22][C:23]4[CH:28]=[CH:27][C:26]([C:29]5[C:30]([C:35]#[N:36])=[CH:31][CH:32]=[CH:33][CH:34]=5)=[CH:25][CH:24]=4)=[C:18]([CH2:37][CH2:38][CH3:39])[N:17]4[N:40]=[CH:41][N:42]=[C:16]34)[CH2:11][CH2:10]2)=[CH:43][CH:44]=1)([CH3:45])[CH3:2]. The yield is 0.410. (4) The product is [F:1][C:2]1[CH:18]=[CH:17][CH:16]=[CH:15][C:3]=1[CH2:4][C:5]1[C:9]([C:10]([OH:12])=[O:11])=[CH:8][NH:7][N:6]=1. The reactants are [F:1][C:2]1[CH:18]=[CH:17][CH:16]=[CH:15][C:3]=1[CH2:4][C:5]1[C:9]([C:10]([O:12]CC)=[O:11])=[CH:8][NH:7][N:6]=1.[OH-].[Li+].C1COCC1. The catalyst is O. The yield is 0.920. (5) The reactants are C[O:2][C:3](=[O:35])[CH2:4][N:5]1[C:13]2[C:8](=[CH:9][C:10]([O:14][CH2:15][CH2:16][CH2:17][O:18][C:19]3[CH:24]=[CH:23][C:22]([C:25]4[S:26][CH:27]=[C:28]([CH2:30][CH3:31])[N:29]=4)=[CH:21][C:20]=3[CH2:32][CH2:33][CH3:34])=[CH:11][CH:12]=2)[CH:7]=[CH:6]1.O[Li].O. The catalyst is C1COCC1.O. The product is [CH2:30]([C:28]1[N:29]=[C:25]([C:22]2[CH:23]=[CH:24][C:19]([O:18][CH2:17][CH2:16][CH2:15][O:14][C:10]3[CH:9]=[C:8]4[C:13](=[CH:12][CH:11]=3)[N:5]([CH2:4][C:3]([OH:35])=[O:2])[CH:6]=[CH:7]4)=[C:20]([CH2:32][CH2:33][CH3:34])[CH:21]=2)[S:26][CH:27]=1)[CH3:31]. The yield is 0.750. (6) The reactants are C([O-])([O-])=O.[K+].[K+].[CH2:7]1[C:12]2[NH:13][C:14]3[C:19]([C:11]=2[CH2:10][C@@H:9]([C:20]([OH:22])=[O:21])[NH:8]1)=[CH:18][CH:17]=[CH:16][CH:15]=3.[C:23](O[C:23]([O:25][C:26]([CH3:29])([CH3:28])[CH3:27])=[O:24])([O:25][C:26]([CH3:29])([CH3:28])[CH3:27])=[O:24]. The catalyst is O.C1COCC1. The product is [C:26]([O:25][C:23]([N:8]1[C@H:9]([C:20]([OH:22])=[O:21])[CH2:10][C:11]2[C:19]3[C:14](=[CH:15][CH:16]=[CH:17][CH:18]=3)[NH:13][C:12]=2[CH2:7]1)=[O:24])([CH3:29])([CH3:28])[CH3:27]. The yield is 0.970. (7) The reactants are Br[C:2]1[CH:3]=[C:4]2[C:8](=[CH:9][CH:10]=1)[N:7](C(OC(C)(C)C)=O)[CH:6]=[CH:5]2.C([O-])([O-])=O.[Cs+].[Cs+].[NH:24]1[CH2:31][CH2:30][CH2:29][C@H:25]1C(O)=O.N1CCCC1. The catalyst is [Cu]I.CS(C)=O. The product is [N:24]1([C:2]2[CH:3]=[C:4]3[C:8](=[CH:9][CH:10]=2)[NH:7][CH:6]=[CH:5]3)[CH2:31][CH2:30][CH2:29][CH2:25]1. The yield is 0.800. (8) The reactants are [Cl:1][C:2]1[CH:3]=[C:4]([NH:9][C:10](=[O:12])[CH3:11])[CH:5]=[C:6]([CH3:8])[CH:7]=1.[C:13](Cl)(=[O:15])[CH3:14].[Cl-].[Al+3].[Cl-].[Cl-]. The catalyst is C(=S)=S. The product is [C:13]([C:7]1[C:6]([CH3:8])=[CH:5][C:4]([NH:9][C:10](=[O:12])[CH3:11])=[CH:3][C:2]=1[Cl:1])(=[O:15])[CH3:14]. The yield is 0.850. (9) The reactants are C1(P(C2C=CC=CC=2)C2C=CC=CC=2)C=CC=CC=1.OC1C[CH2:25][N:24]([C:27](OC(C)(C)C)=O)[CH2:23][CH2:22]1.[CH3:34][C:35]1([CH3:49])[C:39]([CH3:41])([CH3:40])[O:38][B:37]([C:42]2[CH:47]=[CH:46][C:45]([OH:48])=[CH:44][CH:43]=2)[O:36]1.N(C(N1CCCCC1)=O)=NC(N1CCCCC1)=O. The catalyst is C1COCC1. The product is [CH3:25][N:24]([CH3:27])[CH2:23][CH2:22][O:48][C:45]1[CH:46]=[CH:47][C:42]([B:37]2[O:36][C:35]([CH3:49])([CH3:34])[C:39]([CH3:40])([CH3:41])[O:38]2)=[CH:43][CH:44]=1. The yield is 0.140. (10) The reactants are [CH3:1][NH:2][CH:3]1[CH2:16][C:15]2[C:6]([CH3:25])([CH:7]3[CH:12]([CH2:13][CH:14]=2)[CH:11]2[CH2:17][CH2:18][CH:19]4[CH:20]([CH3:24])[N:21]([CH3:23])[CH2:22][C:10]24[CH2:9][CH2:8]3)[CH2:5][CH2:4]1.Br[C:27]1[CH:34]=[CH:33][C:30]([C:31]#[N:32])=[CH:29][CH:28]=1.C1(P(C2C=CC=CC=2)C2C=CC3C(=CC=CC=3)C=2C2C3C(=CC=CC=3)C=CC=2P(C2C=CC=CC=2)C2C=CC=CC=2)C=CC=CC=1.C(=O)([O-])[O-].[Cs+].[Cs+]. The catalyst is C1(C)C=CC=CC=1. The product is [CH3:1][N:2]([CH:3]1[CH2:16][C:15]2[C:6]([CH3:25])([CH:7]3[CH:12]([CH2:13][CH:14]=2)[CH:11]2[CH2:17][CH2:18][CH:19]4[CH:20]([CH3:24])[N:21]([CH3:23])[CH2:22][C:10]24[CH2:9][CH2:8]3)[CH2:5][CH2:4]1)[C:27]1[CH:34]=[CH:33][C:30]([C:31]#[N:32])=[CH:29][CH:28]=1. The yield is 0.460.